From a dataset of Reaction yield outcomes from USPTO patents with 853,638 reactions. Predict the reaction yield, written as a fraction of the theoretical maximum amount of product (1.0 means a 100% yield; for example, 0.34 means a 34% yield). (1) The reactants are [NH2:1][C:2]1[C:11]2[O:12][CH2:13][O:14][C:10]=2[CH:9]=[C:8]2[C:3]=1[C:4](=[O:20])[C:5]([C:17]([OH:19])=[O:18])=[N:6][N:7]2[CH2:15][CH3:16].[N:21]([O-])=O.[Na+].[ClH:25]. The catalyst is O. The product is [Cl-:25].[C:17]([C:5]1[C:4](=[O:20])[C:3]2[C:2]([N+:1]#[N:21])=[C:11]3[O:12][CH2:13][O:14][C:10]3=[CH:9][C:8]=2[N:7]([CH2:15][CH3:16])[N:6]=1)([OH:19])=[O:18]. The yield is 0.745. (2) The reactants are [NH2:1][C:2]1[CH:7]=[CH:6][C:5](Br)=[CH:4][C:3]=1/[CH:9]=[CH:10]/[C:11]([O:13][CH2:14][CH3:15])=[O:12].CCN(C(C)C)C(C)C.[CH2:25]([SH:32])[C:26]1[CH:31]=[CH:30][CH:29]=[CH:28][CH:27]=1. The catalyst is O1CCOCC1.C(OCC)(=O)C.C1C=CC(/C=C/C(/C=C/C2C=CC=CC=2)=O)=CC=1.C1C=CC(/C=C/C(/C=C/C2C=CC=CC=2)=O)=CC=1.C1C=CC(/C=C/C(/C=C/C2C=CC=CC=2)=O)=CC=1.[Pd].[Pd].CC1(C)C2C(=C(P(C3C=CC=CC=3)C3C=CC=CC=3)C=CC=2)OC2C(P(C3C=CC=CC=3)C3C=CC=CC=3)=CC=CC1=2. The product is [NH2:1][C:2]1[CH:7]=[CH:6][C:5]([S:32][CH2:25][C:26]2[CH:31]=[CH:30][CH:29]=[CH:28][CH:27]=2)=[CH:4][C:3]=1/[CH:9]=[CH:10]/[C:11]([O:13][CH2:14][CH3:15])=[O:12]. The yield is 0.720. (3) The reactants are C([O:5][C:6](=[O:36])[CH2:7][CH:8]([OH:35])[CH2:9][CH:10]([OH:34])[CH2:11][CH2:12][C:13]1[N:14]([CH:31]([CH3:33])[CH3:32])[CH:15]=[C:16]([C:25]2[CH:30]=[CH:29][CH:28]=[CH:27][N:26]=2)[C:17]=1[C:18]1[CH:23]=[CH:22][C:21]([F:24])=[CH:20][CH:19]=1)(C)(C)C.[OH-].[Na+:38]. The catalyst is CO. The product is [Na+:38].[F:24][C:21]1[CH:22]=[CH:23][C:18]([C:17]2[C:16]([C:25]3[CH:30]=[CH:29][CH:28]=[CH:27][N:26]=3)=[CH:15][N:14]([CH:31]([CH3:33])[CH3:32])[C:13]=2[CH2:12][CH2:11][C@@H:10]([OH:34])[CH2:9][C@@H:8]([OH:35])[CH2:7][C:6]([O-:36])=[O:5])=[CH:19][CH:20]=1. The yield is 0.840. (4) The reactants are [CH3:1][NH:2][CH2:3][C:4]1[N:8]([CH2:9][CH:10](O)[CH3:11])[N:7]=[C:6]([N+:13]([O-:15])=[O:14])[CH:5]=1.C1(P(C2C=CC=CC=2)C2C=CC=CC=2)C=CC=CC=1.N(C(OC(C)C)=O)=NC(OC(C)C)=O. The catalyst is C1COCC1. The product is [CH3:1][N:2]1[CH:10]([CH3:11])[CH2:9][N:8]2[N:7]=[C:6]([N+:13]([O-:15])=[O:14])[CH:5]=[C:4]2[CH2:3]1. The yield is 0.800. (5) The reactants are C([CH:4]([C:18](/[CH:20]=[CH:21]/[C:22]1[CH:30]=[C:27]([O:28][CH3:29])[C:25]([OH:26])=[CH:24][CH:23]=1)=[O:19])[C:5](=[O:17])/[CH:6]=[CH:7]/[C:8]1[CH:9]=[C:10]([C:13]([OH:16])=[CH:14][CH:15]=1)[O:11][CH3:12])C#C.[N:31]([CH2:34][CH2:35][O:36][CH2:37][CH2:38][O:39][CH2:40][CH2:41][OH:42])=[N+:32]=[N-:33].O=[C:44]1O[C@H]([C@H](CO)O)[C:47]([O-])=[C:45]1O.[Na+]. The catalyst is CC(O)(C)C.C(Cl)(Cl)Cl.O.CC([O-])=O.CC([O-])=O.[Cu+2]. The product is [CH3:29][O:28][C:27]1[C:25]([OH:26])=[CH:24][CH:23]=[C:22](/[CH:21]=[CH:20]/[C:18]([CH2:4][C:5](/[CH:6]=[CH:7]/[C:8]2[CH:9]=[C:10]([O:11][CH3:12])[C:13]([OH:16])=[CH:14][CH:15]=2)=[O:17])=[O:19])[CH:30]=1.[CH2:44]=[C:45]1[CH2:47][N:31]([CH2:34][CH2:35][O:36][CH2:37][CH2:38][O:39][CH2:40][CH2:41][OH:42])[N:32]=[N:33]1. The yield is 0.260. (6) The reactants are [CH2:1]([O:3][C:4]([C:6]1[C:11]2[S:12][C:13](B3OC(C)(C)C(C)(C)O3)=[CH:14][C:10]=2[CH:9]=[CH:8][CH:7]=1)=[O:5])[CH3:2].Br[C:25]1[CH:30]=[CH:29][C:28]([OH:31])=[CH:27][C:26]=1[CH3:32].C(=O)([O-])[O-].[Cs+].[Cs+].Cl. The catalyst is CN(C=O)C.CC([O-])=O.CC([O-])=O.[Pd+2].C1(P(C2C=CC=CC=2)[C-]2C=CC=C2)C=CC=CC=1.[C-]1(P(C2C=CC=CC=2)C2C=CC=CC=2)C=CC=C1.[Fe+2].C(OCC)(=O)C. The product is [CH2:1]([O:3][C:4]([C:6]1[C:11]2[S:12][C:13]([C:25]3[CH:30]=[CH:29][C:28]([OH:31])=[CH:27][C:26]=3[CH3:32])=[CH:14][C:10]=2[CH:9]=[CH:8][CH:7]=1)=[O:5])[CH3:2]. The yield is 0.440.